The task is: Predict the reactants needed to synthesize the given product.. This data is from Full USPTO retrosynthesis dataset with 1.9M reactions from patents (1976-2016). (1) Given the product [CH2:1]([NH:8][C:9](=[O:45])[C:10](=[O:44])[C@@H:11]([NH:16][C:17](=[O:43])[C@@H:18]([NH:28][C:29](=[O:42])[C@@H:30]([NH:32][C:33](=[O:41])[CH2:34][N:35]1[CH2:40][CH2:39][O:38][CH2:37][CH2:36]1)[CH3:31])[CH2:19][C:20]1[CH:25]=[CH:24][C:23]([O:26][CH3:27])=[CH:22][CH:21]=1)[CH2:12][CH2:13][CH2:14][CH3:15])[C:2]1[CH:3]=[CH:4][CH:5]=[CH:6][CH:7]=1, predict the reactants needed to synthesize it. The reactants are: [CH2:1]([NH:8][C:9](=[O:45])[C@@H:10]([OH:44])[CH:11]([NH:16][C:17](=[O:43])[C@@H:18]([NH:28][C:29](=[O:42])[C@@H:30]([NH:32][C:33](=[O:41])[CH2:34][N:35]1[CH2:40][CH2:39][O:38][CH2:37][CH2:36]1)[CH3:31])[CH2:19][C:20]1[CH:25]=[CH:24][C:23]([O:26][CH3:27])=[CH:22][CH:21]=1)[CH2:12][CH2:13][CH2:14][CH3:15])[C:2]1[CH:7]=[CH:6][CH:5]=[CH:4][CH:3]=1.CC(OI1(OC(C)=O)(OC(C)=O)OC(=O)C2C=CC=CC1=2)=O. (2) Given the product [NH2:5][CH2:4][CH2:3][C@H:2]([C:13]1[CH:18]=[CH:17][CH:16]=[C:15]([O:19][CH2:20][C@@H:21]2[CH2:25][CH2:24][CH2:23][N:22]2[CH3:26])[CH:14]=1)[OH:1], predict the reactants needed to synthesize it. The reactants are: [OH:1][C@@H:2]([C:13]1[CH:18]=[CH:17][CH:16]=[C:15]([O:19][CH2:20][C@@H:21]2[CH2:25][CH2:24][CH2:23][N:22]2[CH3:26])[CH:14]=1)[CH2:3][CH2:4][NH:5]C(=O)OC(C)(C)C.Cl.O1CCOCC1. (3) Given the product [Cl:1][C:2]1[N:10]=[CH:9][CH:8]=[C:7]([Cl:11])[C:3]=1[C:4]([O:6][CH3:12])=[O:5], predict the reactants needed to synthesize it. The reactants are: [Cl:1][C:2]1[N:10]=[CH:9][CH:8]=[C:7]([Cl:11])[C:3]=1[C:4]([OH:6])=[O:5].[CH2:12]1CCN2C(=NCCC2)CC1.CI. (4) Given the product [CH3:13][N:14]([CH2:1][C:3]1[CH:4]=[C:5]([C:8]([O:10][CH2:11][CH3:12])=[O:9])[NH:6][CH:7]=1)[CH3:15], predict the reactants needed to synthesize it. The reactants are: [CH:1]([C:3]1[CH:4]=[C:5]([C:8]([O:10][CH2:11][CH3:12])=[O:9])[NH:6][CH:7]=1)=O.[CH3:13][NH:14][CH3:15].[BH-](OC(C)=O)(OC(C)=O)OC(C)=O.[Na+]. (5) The reactants are: [CH:1]([O:4][C:5]1[N:9]=[C:8]([CH:10]2[CH2:15][CH:14]([C:16]3[CH:21]=[CH:20][C:19]([O:22][C:23]([F:26])([F:25])[F:24])=[CH:18][CH:17]=3)[CH2:13][N:12]([C:27]([N:29]3[CH2:34][CH2:33][S:32][CH2:31][CH2:30]3)=[O:28])[CH2:11]2)[O:7][N:6]=1)([CH3:3])[CH3:2].ClC1C=CC=C(C(OO)=[O:43])C=1. Given the product [CH:1]([O:4][C:5]1[N:9]=[C:8]([CH:10]2[CH2:15][CH:14]([C:16]3[CH:17]=[CH:18][C:19]([O:22][C:23]([F:25])([F:24])[F:26])=[CH:20][CH:21]=3)[CH2:13][N:12]([C:27]([N:29]3[CH2:34][CH2:33][S:32](=[O:43])[CH2:31][CH2:30]3)=[O:28])[CH2:11]2)[O:7][N:6]=1)([CH3:3])[CH3:2], predict the reactants needed to synthesize it. (6) Given the product [CH3:32][O:31][C:29]1[CH:28]=[C:26]([NH:27][C:6]2[N:11]=[C:10]([NH:12][C:13]3[CH:21]=[CH:20][CH:19]=[C:18]4[C:14]=3[CH:15]=[N:16][NH:17]4)[CH:9]=[CH:8][N:7]=2)[CH:25]=[C:24]([O:23][CH3:22])[CH:30]=1, predict the reactants needed to synthesize it. The reactants are: Cl.CS([C:6]1[N:11]=[C:10]([NH:12][C:13]2[C:14]3[CH:15]=[N:16][NH:17][C:18]=3[CH:19]=[CH:20][CH:21]=2)[CH:9]=[CH:8][N:7]=1)(=O)=O.[CH3:22][O:23][C:24]1[CH:25]=[C:26]([CH:28]=[C:29]([O:31][CH3:32])[CH:30]=1)[NH2:27]. (7) Given the product [F:42][C:41]([F:44])([F:43])[CH2:40][O:39][C:37]([N:25]1[CH2:26][CH2:27][CH2:28][N:22]([C:20]2[S:21][C:17](=[CH:16][C:12]3[CH:11]=[C:10]4[C:15](=[CH:14][CH:13]=3)[N:7]([CH2:6][C:5]3[CH:30]=[CH:31][C:2]([Cl:1])=[CH:3][C:4]=3[C:32]([F:35])([F:34])[F:33])[N:8]=[CH:9]4)[C:18](=[O:29])[N:19]=2)[CH2:23][CH2:24]1)=[O:38], predict the reactants needed to synthesize it. The reactants are: [Cl:1][C:2]1[CH:31]=[CH:30][C:5]([CH2:6][N:7]2[C:15]3[C:10](=[CH:11][C:12]([CH:16]=[C:17]4[S:21][C:20]([N:22]5[CH2:28][CH2:27][CH2:26][NH:25][CH2:24][CH2:23]5)=[N:19][C:18]4=[O:29])=[CH:13][CH:14]=3)[CH:9]=[N:8]2)=[C:4]([C:32]([F:35])([F:34])[F:33])[CH:3]=1.Cl[C:37]([O:39][CH2:40][C:41]([F:44])([F:43])[F:42])=[O:38].